Dataset: Full USPTO retrosynthesis dataset with 1.9M reactions from patents (1976-2016). Task: Predict the reactants needed to synthesize the given product. (1) Given the product [F:29][C:30]1[CH:35]=[CH:34][C:33]([C:36]2[N:39]=[C:26]([CH:11]3[CH2:12][CH:13]([C:15]4[CH:20]=[CH:19][C:18]([O:21][C:22]([F:23])([F:24])[F:25])=[CH:17][CH:16]=4)[CH2:14][N:9]([C:7]([N:1]4[CH2:2][CH2:3][O:4][CH2:5][CH2:6]4)=[O:8])[CH2:10]3)[O:28][N:37]=2)=[CH:32][CH:31]=1, predict the reactants needed to synthesize it. The reactants are: [N:1]1([C:7]([N:9]2[CH2:14][CH:13]([C:15]3[CH:20]=[CH:19][C:18]([O:21][C:22]([F:25])([F:24])[F:23])=[CH:17][CH:16]=3)[CH2:12][CH:11]([C:26]([OH:28])=O)[CH2:10]2)=[O:8])[CH2:6][CH2:5][O:4][CH2:3][CH2:2]1.[F:29][C:30]1[CH:35]=[CH:34][C:33]([C:36](=[NH:39])[NH:37]O)=[CH:32][CH:31]=1. (2) The reactants are: [Cl:1][C:2]1[N:3]=[CH:4][C:5]2[CH:10]=[C:9]([C:11]3[C:16]([Cl:17])=[CH:15][CH:14]=[CH:13][C:12]=3[Cl:18])[NH:8][C:6]=2[N:7]=1.O[CH2:20][CH:21]1[S:26][CH2:25][CH2:24][N:23]([C:27]([O:29][C:30]([CH3:33])([CH3:32])[CH3:31])=[O:28])[CH2:22]1.CCN(C(C)C)C(C)C.C1C=CC(P(C2C=CC=CC=2)C2C=CC=CC=2)=CC=1.CC(OC(/N=N/C(OC(C)C)=O)=O)C. Given the product [Cl:1][C:2]1[N:3]=[CH:4][C:5]2[CH:10]=[C:9]([C:11]3[C:16]([Cl:17])=[CH:15][CH:14]=[CH:13][C:12]=3[Cl:18])[N:8]([CH2:20][CH:21]3[S:26][CH2:25][CH2:24][N:23]([C:27]([O:29][C:30]([CH3:31])([CH3:33])[CH3:32])=[O:28])[CH2:22]3)[C:6]=2[N:7]=1, predict the reactants needed to synthesize it. (3) Given the product [CH:31]([N:14]([CH2:13][C@H:11]1[C@H:10]([O:34][CH2:36][C:37]2[O:41][N:40]=[C:39]([C:42]3[CH:43]=[CH:44][CH:45]=[CH:46][CH:47]=3)[CH:38]=2)[CH2:9][NH:8][CH2:12]1)[C:15](=[O:30])[C:16]1[CH:21]=[CH:20][C:19]([O:22][CH3:23])=[C:18]([O:24][CH2:25][CH2:26][CH2:27][O:28][CH3:29])[CH:17]=1)([CH3:32])[CH3:33], predict the reactants needed to synthesize it. The reactants are: C(OC([N:8]1[CH2:12][C@@H:11]([CH2:13][N:14]([CH:31]([CH3:33])[CH3:32])[C:15](=[O:30])[C:16]2[CH:21]=[CH:20][C:19]([O:22][CH3:23])=[C:18]([O:24][CH2:25][CH2:26][CH2:27][O:28][CH3:29])[CH:17]=2)[C@H:10]([OH:34])[CH2:9]1)=O)(C)(C)C.Cl[CH2:36][C:37]1[O:41][N:40]=[C:39]([C:42]2[CH:47]=[CH:46][CH:45]=[CH:44][CH:43]=2)[CH:38]=1.CC#N.O.CC#N.